Task: Regression/Classification. Given a drug SMILES string, predict its absorption, distribution, metabolism, or excretion properties. Task type varies by dataset: regression for continuous measurements (e.g., permeability, clearance, half-life) or binary classification for categorical outcomes (e.g., BBB penetration, CYP inhibition). Dataset: hlm.. Dataset: Human liver microsome stability data (1) The compound is COc1nn2cc(-c3cc4ccccc4o3)nc2s1. The result is 1 (stable in human liver microsomes). (2) The compound is CCN1C(=O)C(c2ccc(O)c(-c3cnn(C)c3)c2)C(=O)N(c2ccccc2)c2cc(C(F)(F)F)ccc21. The result is 0 (unstable in human liver microsomes). (3) The compound is CCP(=O)(OC)c1ccc2nc(-c3ccc4ncccc4c3)oc2c1. The result is 0 (unstable in human liver microsomes).